Dataset: Experimentally validated miRNA-target interactions with 360,000+ pairs, plus equal number of negative samples. Task: Binary Classification. Given a miRNA mature sequence and a target amino acid sequence, predict their likelihood of interaction. (1) The miRNA is hsa-miR-188-3p with sequence CUCCCACAUGCAGGGUUUGCA. The protein sequence of the target gene is MERSPDVSPGPSRSFKEELLCAVCYDPFRDAVTLRCGHNFCRGCVSRCWEVQVSPTCPVCKDRASPADLRTNHTLNNLVEKLLREEAEGARWTSYRFSRVCRLHRGQLSLFCLEDKELLCCSCQADPRHQGHRVQPVKDTAHDFRAKCRNMEHALREKAKAFWAMRRSYEAIAKHNQVEAAWLEGRIRQEFDKLREFLRVEEQAILDAMAEETRQKQLLADEKMKQLTEETEVLAHEIERLQMEMKEDDVSFLMKHKSRKRRLFCTMEPEPVQPGMLIDVCKYLGSLQYRVWKKMLASVE.... Result: 1 (interaction). (2) The miRNA is rno-miR-409a-3p with sequence AAUGUUGCUCGGUGAACCCC. The protein sequence of the target gene is MDLKEKHLGEPPSALGLSTRKALSVLKEQLEAVLEGHLRERKKCLTWKEVWRSSFLHHSNRCSCFHWPGASLMLLAVLLLLGCCGGQPAGSRGVGLVNASALFLLLLLNLVLIGRQDRLKRREVERRLRGIIDQIQDALRDGREIQWPSAMYPDLHMPFAPSWSLHWAYRDGHLVNLPVSLLVEGDIIALRPGQESFASLRGIKDDEHIVLEPGDLFPPFSPPPSPRGEVERGPQSPQQHRLFRVLETPVIDNIRWCLDMALSRPVTALDNERFTVQSVMLHYAVPVVLAGFLITNALRF.... Result: 0 (no interaction). (3) The miRNA is mmu-miR-5617-5p with sequence GUAAGUGAGGGCAAGCCUUCUGG. The protein sequence of the target gene is MEENEYSGYWEPPRKRCCCARRGTQLMLVGLLSTAMWAGLLALLLLWHWETEKNLKQLGDTAIQNVSHVTKDLQKFQSNQLAQKSQVVQMSQNLQELQAEQKQMKAQDSRLSQNLTGLQEDLRNAQSQNSKLSQNLNRLQDDLVNIKSLGLNEKRTASDSLEKLQEEVAKLWIEILISKGTACNICPKNWLHFQQKCYYFGKGSKQWIQARFACSDLQGRLVSIHSQKEQDFLMQHINKKDSWIGLQDLNMEGEFVWSDGSPVGYSNWNPGEPNNGGQGEDCVMMRGSGQWNDAFCRSYL.... Result: 0 (no interaction).